From a dataset of Full USPTO retrosynthesis dataset with 1.9M reactions from patents (1976-2016). Predict the reactants needed to synthesize the given product. (1) The reactants are: C(OC([C:11]1[C:19]2[C:14](=[CH:15][CH:16]=[C:17](NCCN3CCCC3)[CH:18]=2)[NH:13][C:12]=1C)=O)C1C=CC=CC=1.C([N:31](CC)CC)C.C(Cl)(=O)C. Given the product [NH:13]1[C:14]2[C:19](=[CH:18][CH:17]=[CH:16][CH:15]=2)[CH:11]=[C:12]1[NH2:31], predict the reactants needed to synthesize it. (2) Given the product [Cl:9][C:6]1[N:5]=[CH:4][N:3]=[C:2]([N:17]2[CH2:18][C@@H:19]([CH3:23])[CH2:20][CH2:21][CH2:22][C@@H:16]2[CH3:15])[C:7]=1[F:8], predict the reactants needed to synthesize it. The reactants are: Cl[C:2]1[C:7]([F:8])=[C:6]([Cl:9])[N:5]=[CH:4][N:3]=1.C(=O)([O-])[O-].Cl.[CH3:15][C@H:16]1[CH2:22][CH2:21][CH2:20][C@H:19]([CH3:23])[CH2:18][NH:17]1.[Cl-].[NH4+].